This data is from Reaction yield outcomes from USPTO patents with 853,638 reactions. The task is: Predict the reaction yield, written as a fraction of the theoretical maximum amount of product (1.0 means a 100% yield; for example, 0.34 means a 34% yield). (1) The reactants are [H-].[Na+].[CH:3]1([N:7]2[CH2:12][CH2:11][CH:10]([OH:13])[CH2:9][CH2:8]2)[CH2:6][CH2:5][CH2:4]1.F[C:15]1[CH:20]=[CH:19][C:18]([N+:21]([O-:23])=[O:22])=[CH:17][CH:16]=1. The catalyst is CN(C)C=O. The product is [CH:3]1([N:7]2[CH2:8][CH2:9][CH:10]([O:13][C:15]3[CH:20]=[CH:19][C:18]([N+:21]([O-:23])=[O:22])=[CH:17][CH:16]=3)[CH2:11][CH2:12]2)[CH2:6][CH2:5][CH2:4]1. The yield is 0.700. (2) The reactants are P(Cl)(Cl)(Cl)=O.[CH3:6][O:7][C:8]1[CH:13]=[CH:12][C:11]([C:14]2[CH:15]=[C:16]3[C:20](=[CH:21][C:22]=2[C:23]#[N:24])[NH:19][CH:18]=[CH:17]3)=[CH:10][CH:9]=1.CN([CH:28]=[O:29])C. No catalyst specified. The product is [CH:28]([C:17]1[C:16]2[C:20](=[CH:21][C:22]([C:23]#[N:24])=[C:14]([C:11]3[CH:10]=[CH:9][C:8]([O:7][CH3:6])=[CH:13][CH:12]=3)[CH:15]=2)[NH:19][CH:18]=1)=[O:29]. The yield is 0.510. (3) The reactants are C(OC(=O)C)(=O)C.[CH:8]([OH:10])=O.[NH2:11][CH2:12][CH2:13][O:14][C:15]1[CH:20]=[CH:19][C:18]([C:21]2[N:22]([CH2:34][CH3:35])[C:23]3[C:28]([C:29]=2[C:30]#[N:31])=[CH:27][CH:26]=[C:25]([O:32][CH3:33])[CH:24]=3)=[CH:17][CH:16]=1.C([O-])(O)=O.[Na+]. The catalyst is C1COCC1.CCOC(C)=O. The product is [C:30]([C:29]1[C:28]2[C:23](=[CH:24][C:25]([O:32][CH3:33])=[CH:26][CH:27]=2)[N:22]([CH2:34][CH3:35])[C:21]=1[C:18]1[CH:19]=[CH:20][C:15]([O:14][CH2:13][CH2:12][NH:11][CH:8]=[O:10])=[CH:16][CH:17]=1)#[N:31]. The yield is 0.860.